This data is from Catalyst prediction with 721,799 reactions and 888 catalyst types from USPTO. The task is: Predict which catalyst facilitates the given reaction. (1) Reactant: [Cl:1][CH2:2][C:3]([N:5]([CH2:23][C:24]1[CH:29]=[CH:28][C:27]([O:30][CH3:31])=[CH:26][C:25]=1[O:32][CH3:33])[C:6]1[CH:11]=[CH:10][C:9]([O:12][CH3:13])=[CH:8][C:7]=1[C:14](=O)[C:15]1[CH:20]=[CH:19][CH:18]=[C:17]([F:21])[CH:16]=1)=[O:4].CCO[CH2:37][CH3:38]. Product: [Cl-:1].[CH3:33][O:32][C:25]1[CH:26]=[C:27]([O:30][CH3:31])[CH:28]=[CH:29][C:24]=1[CH2:23][N:5]1[C:6]2[C:7](=[CH:8][C:9]([O:12][CH3:13])=[CH:10][CH:11]=2)[C:14]([C:15]2[CH:20]=[CH:19][CH:18]=[C:17]([F:21])[CH:16]=2)=[C:2]([N+:5]2[CH:38]=[CH:37][CH:8]=[CH:7][CH:6]=2)[C:3]1=[O:4]. The catalyst class is: 17. (2) Reactant: [CH2:1]([C:8]1[CH:9]=[C:10]2[CH:17]=[C:16]([C:18]3[CH:32]=[CH:31][C:21]([CH2:22][N:23]4[CH2:26][CH:25]([C:27]([O:29][CH3:30])=[O:28])[CH2:24]4)=[CH:20][C:19]=3[F:33])[O:15][C:11]2=[C:12](Cl)[N:13]=1)[C:2]1[CH:7]=[CH:6][CH:5]=[CH:4][CH:3]=1.C1CCCCC=1. Product: [CH2:1]([C:8]1[CH:9]=[C:10]2[CH:17]=[C:16]([C:18]3[CH:32]=[CH:31][C:21]([CH2:22][N:23]4[CH2:24][CH:25]([C:27]([O:29][CH3:30])=[O:28])[CH2:26]4)=[CH:20][C:19]=3[F:33])[O:15][C:11]2=[CH:12][N:13]=1)[C:2]1[CH:3]=[CH:4][CH:5]=[CH:6][CH:7]=1. The catalyst class is: 50. (3) Reactant: [NH2:1][C@H:2]1[C@H:8]([C:9]2[CH:14]=[CH:13][C:12]([Cl:15])=[C:11]([Cl:16])[CH:10]=2)[O:7][CH2:6][CH2:5][N:4]([C:17]([O:19][C:20]([CH3:23])([CH3:22])[CH3:21])=[O:18])[CH2:3]1.C(N(CC)CC)C.[C:31](Cl)(=[O:33])[CH3:32]. Product: [C:31]([NH:1][C@H:2]1[C@H:8]([C:9]2[CH:14]=[CH:13][C:12]([Cl:15])=[C:11]([Cl:16])[CH:10]=2)[O:7][CH2:6][CH2:5][N:4]([C:17]([O:19][C:20]([CH3:23])([CH3:22])[CH3:21])=[O:18])[CH2:3]1)(=[O:33])[CH3:32]. The catalyst class is: 56. (4) Reactant: [OH:1][C:2]1[CH:7]=[CH:6][CH:5]=[CH:4][N:3]=1.Br[C:9]1[CH:15]=[CH:14][C:12]([NH2:13])=[C:11]([F:16])[CH:10]=1. Product: [NH2:13][C:12]1[CH:14]=[CH:15][C:9]([N:3]2[CH:4]=[CH:5][CH:6]=[CH:7][C:2]2=[O:1])=[CH:10][C:11]=1[F:16]. The catalyst class is: 536. (5) Reactant: O[CH:2]1[C:11]2[CH:10]=[C:9]([C:12]([O:14][CH3:15])=[O:13])[CH:8]=[CH:7][C:6]=2[CH2:5][CH2:4][CH2:3]1.N1C=CC=CC=1.S(Cl)([Cl:24])=O. Product: [Cl:24][CH:2]1[C:11]2[CH:10]=[C:9]([C:12]([O:14][CH3:15])=[O:13])[CH:8]=[CH:7][C:6]=2[CH2:5][CH2:4][CH2:3]1. The catalyst class is: 4. (6) Product: [O:16]([C:13]1[CH:12]=[CH:11][C:10]([C:9]2[N:8]=[C:7]([CH:23]3[CH2:28][CH2:27][CH2:26][NH:25][CH2:24]3)[CH:6]=[CH:5][C:4]=2[C:1]([NH2:2])=[O:3])=[CH:15][CH:14]=1)[C:17]1[CH:22]=[CH:21][CH:20]=[CH:19][CH:18]=1. The catalyst class is: 4. Reactant: [C:1]([C:4]1[CH:5]=[CH:6][C:7]([CH:23]2[CH2:28][CH2:27][CH2:26][N:25](C(OC(C)(C)C)=O)[CH2:24]2)=[N:8][C:9]=1[C:10]1[CH:15]=[CH:14][C:13]([O:16][C:17]2[CH:22]=[CH:21][CH:20]=[CH:19][CH:18]=2)=[CH:12][CH:11]=1)(=[O:3])[NH2:2].C(O)(C(F)(F)F)=O. (7) Reactant: [Cl:1][C:2]1[CH:7]=[CH:6][C:5]([C:8]2[C:14]3[CH:15]=[CH:16][CH:17]=[CH:18][C:13]=3[N:12]3[C:19]([CH3:22])=[N:20][N:21]=[C:11]3[CH:10]([CH2:23][C:24]([OH:26])=O)[CH:9]=2)=[CH:4][CH:3]=1.CN(C(ON1N=NC2C=CC=NC1=2)=[N+](C)C)C.F[P-](F)(F)(F)(F)F.C(N(CC)CC)C.Cl.[CH:59]12[NH:65][CH:62]([CH2:63][CH2:64]1)[CH2:61][CH2:60]2. Product: [CH:62]12[N:65]([C:24](=[O:26])[CH2:23][CH:10]3[CH:9]=[C:8]([C:5]4[CH:6]=[CH:7][C:2]([Cl:1])=[CH:3][CH:4]=4)[C:14]4[CH:15]=[CH:16][CH:17]=[CH:18][C:13]=4[N:12]4[C:19]([CH3:22])=[N:20][N:21]=[C:11]34)[CH:59]([CH2:64][CH2:63]1)[CH2:60][CH2:61]2. The catalyst class is: 3. (8) Reactant: C([N:3]1[C:11]2[C:6](=[CH:7][C:8]([S:12](Cl)(=[O:14])=[O:13])=[CH:9][CH:10]=2)[CH2:5][CH2:4]1)=O.[NH2:16][C:17]1[S:18][CH:19]=[CH:20][N:21]=1. Product: [S:18]1[CH:19]=[CH:20][N:21]=[C:17]1[NH:16][S:12]([C:8]1[CH:7]=[C:6]2[C:11](=[CH:10][CH:9]=1)[NH:3][CH2:4][CH2:5]2)(=[O:13])=[O:14]. The catalyst class is: 17. (9) Reactant: N[C:2]1[CH:3]=[CH:4][C:5]([Cl:11])=[C:6]([CH:10]=1)[C:7]([OH:9])=[O:8].N([O-])=[O:13].[Na+].C. Product: [Cl:11][C:5]1[CH:4]=[CH:3][C:2]([OH:13])=[CH:10][C:6]=1[C:7]([OH:9])=[O:8]. The catalyst class is: 445.